This data is from Peptide-MHC class I binding affinity with 185,985 pairs from IEDB/IMGT. The task is: Regression. Given a peptide amino acid sequence and an MHC pseudo amino acid sequence, predict their binding affinity value. This is MHC class I binding data. (1) The peptide sequence is KIAARILSEK. The MHC is HLA-A03:01 with pseudo-sequence HLA-A03:01. The binding affinity (normalized) is 0.763. (2) The peptide sequence is YVSSSYKDI. The MHC is HLA-A02:01 with pseudo-sequence HLA-A02:01. The binding affinity (normalized) is 0.0435. (3) The MHC is HLA-B58:01 with pseudo-sequence HLA-B58:01. The peptide sequence is MEFEPFQSL. The binding affinity (normalized) is 0.0847. (4) The peptide sequence is FRLMRTNFL. The MHC is HLA-B48:01 with pseudo-sequence HLA-B48:01. The binding affinity (normalized) is 0.0847. (5) The MHC is HLA-A68:02 with pseudo-sequence HLA-A68:02. The peptide sequence is ATSIYTIER. The binding affinity (normalized) is 0. (6) The peptide sequence is VFPCWWLQF. The MHC is Patr-A0701 with pseudo-sequence Patr-A0701. The binding affinity (normalized) is 0.553.